This data is from Reaction yield outcomes from USPTO patents with 853,638 reactions. The task is: Predict the reaction yield, written as a fraction of the theoretical maximum amount of product (1.0 means a 100% yield; for example, 0.34 means a 34% yield). (1) The reactants are [CH3:1][O:2][C:3]1[CH:4]=[C:5]([C:9](=[O:11])[CH3:10])[CH:6]=[CH:7][CH:8]=1.[Br:12]Br. The catalyst is C(Cl)(Cl)Cl. The product is [Br:12][CH2:10][C:9]([C:5]1[CH:6]=[CH:7][CH:8]=[C:3]([O:2][CH3:1])[CH:4]=1)=[O:11]. The yield is 0.840. (2) The reactants are C(OC([N:11]1[CH2:17][CH2:16][C:15]2[CH:18]=[CH:19][C:20]([NH:22][S:23]([C:26]3[CH:31]=[CH:30][C:29]([CH3:32])=[CH:28][CH:27]=3)(=[O:25])=[O:24])=[CH:21][C:14]=2[CH2:13][CH2:12]1)=O)C1C=CC=CC=1. The catalyst is CO.[Pd]. The product is [CH3:32][C:29]1[CH:28]=[CH:27][C:26]([S:23]([NH:22][C:20]2[CH:19]=[CH:18][C:15]3[CH2:16][CH2:17][NH:11][CH2:12][CH2:13][C:14]=3[CH:21]=2)(=[O:24])=[O:25])=[CH:31][CH:30]=1. The yield is 0.850. (3) The catalyst is C(O)C. The reactants are Br[CH:2]([C:4]1[N:5]([C:15]2[CH:20]=[CH:19][C:18]([F:21])=[CH:17][CH:16]=2)[C:6](=[O:14])[C:7]2[CH:13]=[CH:12][CH:11]=[N:10][C:8]=2[N:9]=1)[CH3:3].[CH3:22][NH2:23]. The yield is 0.830. The product is [F:21][C:18]1[CH:19]=[CH:20][C:15]([N:5]2[C:6](=[O:14])[C:7]3[CH:13]=[CH:12][CH:11]=[N:10][C:8]=3[N:9]=[C:4]2[CH:2]([NH:23][CH3:22])[CH3:3])=[CH:16][CH:17]=1. (4) The yield is 0.138. The catalyst is C(O)CO. The reactants are [F:1][CH2:2][C:3]1([CH2:9][OH:10])[O:8][CH2:7][CH2:6]C[O:4]1.OC(O)C(=O)C. The product is [F:1][CH2:2][C:3]1([CH2:9][OH:10])[O:4][CH2:6][CH2:7][O:8]1. (5) The reactants are Cl[C:2]1[N:7]=[C:6]([O:8]C)[C:5]([C:10]([NH:12][CH2:13][C:14]2[CH:19]=[CH:18][CH:17]=[C:16]([F:20])[CH:15]=2)=[O:11])=[C:4]([CH3:21])[CH:3]=1.[NH:22]1[CH2:27][CH2:26][O:25][CH2:24][CH2:23]1.[OH-].[Na+]. The catalyst is CCOC(C)=O. The product is [F:20][C:16]1[CH:15]=[C:14]([CH2:13][NH:12][C:10]([C:5]2[C:6]([OH:8])=[N:7][C:2]([N:22]3[CH2:27][CH2:26][O:25][CH2:24][CH2:23]3)=[CH:3][C:4]=2[CH3:21])=[O:11])[CH:19]=[CH:18][CH:17]=1. The yield is 0.470. (6) The reactants are [C:1]([O:5][C:6]([NH:8][CH:9]([C:13]1[CH:18]=[CH:17][C:16]([C:19]2[CH:24]=[CH:23][CH:22]=[CH:21][CH:20]=2)=[CH:15][CH:14]=1)[C:10]([OH:12])=[O:11])=[O:7])([CH3:4])([CH3:3])[CH3:2].[C:25]1([CH2:31]O)[CH:30]=[CH:29][CH:28]=[CH:27][CH:26]=1.CN1CCOCC1.C(Cl)CCl. The catalyst is C(Cl)Cl.CN(C1C=CN=CC=1)C. The product is [C:1]([O:5][C:6]([NH:8][CH:9]([C:13]1[CH:14]=[CH:15][C:16]([C:19]2[CH:24]=[CH:23][CH:22]=[CH:21][CH:20]=2)=[CH:17][CH:18]=1)[C:10]([O:12][CH2:31][C:25]1[CH:30]=[CH:29][CH:28]=[CH:27][CH:26]=1)=[O:11])=[O:7])([CH3:4])([CH3:2])[CH3:3]. The yield is 0.730. (7) The yield is 0.240. The product is [O:2]=[C:24]1[N:23]([C:25]([O:27][C:28]([CH3:30])([CH3:31])[CH3:29])=[O:26])[CH:22]([C:32]([O:34][CH3:35])=[O:33])[CH2:21][CH:20]1[O:19][CH2:18][CH2:17][O:16][S:13]([C:10]1[CH:11]=[CH:12][C:7]([CH3:36])=[CH:8][CH:9]=1)(=[O:14])=[O:15]. The catalyst is O.ClCCl.O.[Ru](Cl)(Cl)Cl. The reactants are I([O-])(=O)(=O)=[O:2].[Na+].[C:7]1([CH3:36])[CH:12]=[CH:11][C:10]([S:13]([O:16][CH2:17][CH2:18][O:19][CH:20]2[CH2:24][N:23]([C:25]([O:27][C:28]([CH3:31])([CH3:30])[CH3:29])=[O:26])[CH:22]([C:32]([O:34][CH3:35])=[O:33])[CH2:21]2)(=[O:15])=[O:14])=[CH:9][CH:8]=1. (8) The reactants are [CH3:1]/[C:2](/[CH2:8][CH2:9][C:10]1[C:15]([CH3:17])([CH3:16])[CH2:14][CH2:13][CH2:12][C:11]=1[CH3:18])=[CH:3]\[CH2:4][C:5]([OH:7])=[O:6].[CH3:19][O:20][C:21](=[O:30])[C@@H:22]([C:24]1[CH:29]=[CH:28][CH:27]=[CH:26][CH:25]=1)O.CO.C1CCC(N=C=NC2CCCCC2)CC1. The catalyst is CC(OC)(C)C.CN(C1C=CN=CC=1)C. The product is [CH3:19][O:20][C:21]([C@H:22]([O:6][C:5](=[O:7])[CH2:4][CH:3]=[C:2]([CH3:1])[CH2:8][CH2:9][C:10]1[C:15]([CH3:17])([CH3:16])[CH2:14][CH2:13][CH2:12][C:11]=1[CH3:18])[C:24]1[CH:29]=[CH:28][CH:27]=[CH:26][CH:25]=1)=[O:30]. The yield is 0.880. (9) The reactants are Br[C:2]1[N:7]=[C:6]([C:8]([O:10][CH3:11])=[O:9])[CH:5]=[CH:4][CH:3]=1.[OH:12][C:13]1[CH:18]=[CH:17][C:16](B(O)O)=[CH:15][CH:14]=1.C([O-])([O-])=O.[K+].[K+].CCOC(C)=O. The catalyst is O1CCOCC1.O.C1C=CC([P]([Pd]([P](C2C=CC=CC=2)(C2C=CC=CC=2)C2C=CC=CC=2)([P](C2C=CC=CC=2)(C2C=CC=CC=2)C2C=CC=CC=2)[P](C2C=CC=CC=2)(C2C=CC=CC=2)C2C=CC=CC=2)(C2C=CC=CC=2)C2C=CC=CC=2)=CC=1. The product is [OH:12][C:13]1[CH:18]=[CH:17][C:16]([C:2]2[N:7]=[C:6]([C:8]([O:10][CH3:11])=[O:9])[CH:5]=[CH:4][CH:3]=2)=[CH:15][CH:14]=1. The yield is 0.460.